This data is from Full USPTO retrosynthesis dataset with 1.9M reactions from patents (1976-2016). The task is: Predict the reactants needed to synthesize the given product. (1) Given the product [OH:19][C@@H:7]1[C:8]2[CH:9]=[CH:10][N:11]3[C:16]([CH3:17])=[C:15]([CH3:18])[N:14]=[C:12]3[C:13]=2[NH:4][C@H:5]([C:21]2[CH:22]=[CH:23][CH:24]=[CH:25][CH:26]=2)[C@H:6]1[OH:20], predict the reactants needed to synthesize it. The reactants are: C([N:4]1[C:13]2[C:12]3=[N:14][C:15]([CH3:18])=[C:16]([CH3:17])[N:11]3[CH:10]=[CH:9][C:8]=2[C@@H:7]([OH:19])[C@H:6]([OH:20])[C@H:5]1[C:21]1[CH:26]=[CH:25][CH:24]=[CH:23][CH:22]=1)(=O)C.C(=O)([O-])[O-].[K+].[K+]. (2) Given the product [Cl:18][C:19]1[CH:25]=[CH:24][C:23]([O:26][CH3:27])=[CH:22][C:20]=1[NH:21][C:2]1[C:11]2[CH:10]=[C:9]3[N:12]=[CH:13][N:14]=[C:8]3[CH2:7][C:6]=2[N:5]=[CH:4][C:3]=1[C:15]#[N:16], predict the reactants needed to synthesize it. The reactants are: Cl[C:2]1[C:11]2[CH:10]=[C:9]3[N:12]=[CH:13][N:14]=[C:8]3[CH2:7][C:6]=2[N:5]=[CH:4][C:3]=1[C:15]#[N:16].Cl.[Cl:18][C:19]1[CH:25]=[CH:24][C:23]([O:26][CH3:27])=[CH:22][C:20]=1[NH2:21].Cl.N1C=CC=CC=1.C(=O)(O)[O-].[Na+].